Task: Predict the reaction yield, written as a fraction of the theoretical maximum amount of product (1.0 means a 100% yield; for example, 0.34 means a 34% yield).. Dataset: Reaction yield outcomes from USPTO patents with 853,638 reactions (1) The reactants are [CH3:1][C:2]1[C:3]([C:18]2[CH:23]=[CH:22][CH:21]=[CH:20][CH:19]=2)=[C:4]([O:14]COC)[C:5]2[C:10]([CH:11]=1)=[CH:9][C:8]([O:12][CH3:13])=[CH:7][CH:6]=2. The catalyst is Cl.O1CCOCC1. The product is [CH3:13][O:12][C:8]1[CH:9]=[C:10]2[C:5](=[CH:6][CH:7]=1)[C:4]([OH:14])=[C:3]([C:18]1[CH:19]=[CH:20][CH:21]=[CH:22][CH:23]=1)[C:2]([CH3:1])=[CH:11]2. The yield is 1.00. (2) The reactants are Br[C:2]1[CH:3]=[C:4]([C:8]2[CH:17]=[CH:16][C:15]3[C:10](=[CH:11][CH:12]=[CH:13][CH:14]=3)[CH:9]=2)[CH:5]=[CH:6][CH:7]=1.CCCCCC.C([Li])CCC.C([O:32][B:33](OC(C)C)[O:34]C(C)C)(C)C.Cl. The catalyst is C1(C)C=CC=CC=1. The product is [CH:9]1[C:10]2[C:15](=[CH:14][CH:13]=[CH:12][CH:11]=2)[CH:16]=[CH:17][C:8]=1[C:4]1[CH:3]=[C:2]([B:33]([OH:34])[OH:32])[CH:7]=[CH:6][CH:5]=1. The yield is 0.670. (3) The reactants are [Cl:1][C:2]1[CH:3]=[CH:4][C:5]([O:31][CH3:32])=[C:6]([S:8]([NH:11][C:12]2[CH:13]=[C:14]([CH:28]=[CH:29][CH:30]=2)[C:15]([NH:17][C:18]2[CH:23]=[CH:22][C:21]([C:24](=[NH:27])[NH:25][OH:26])=[CH:20][CH:19]=2)=[O:16])(=[O:10])=[O:9])[CH:7]=1.N1C=CC=CC=1.C(C(CCCC)[CH2:42][O:43]C(Cl)=O)C. The catalyst is CN(C)C=O.O. The product is [Cl:1][C:2]1[CH:3]=[CH:4][C:5]([O:31][CH3:32])=[C:6]([S:8]([NH:11][C:12]2[CH:13]=[C:14]([CH:28]=[CH:29][CH:30]=2)[C:15]([NH:17][C:18]2[CH:19]=[CH:20][C:21]([C:24]3[NH:27][C:42](=[O:43])[O:26][N:25]=3)=[CH:22][CH:23]=2)=[O:16])(=[O:10])=[O:9])[CH:7]=1. The yield is 0.750. (4) The reactants are Cl[C:2]1[CH:7]=[CH:6][N:5]=[C:4]2[N:8]([CH2:17][O:18][CH2:19][CH2:20][Si:21]([CH3:24])([CH3:23])[CH3:22])[C:9]([C:11]3[CH:16]=[CH:15][CH:14]=[CH:13][CH:12]=3)=[CH:10][C:3]=12.[C:25]([O:29][C:30](=[O:40])[NH:31][C:32]1[CH:37]=[CH:36][C:35]([OH:38])=[C:34]([F:39])[CH:33]=1)([CH3:28])([CH3:27])[CH3:26].C1(C2C=CC=CC=2C2C(C(C)C)=C(C3CCCCC3)C(C(C)C)=C(P)C=2C(C)C)CCCCC1.C(=O)([O-])[O-].[K+].[K+]. The catalyst is C1(C)C=CC=CC=1.C1C=CC(/C=C/C(/C=C/C2C=CC=CC=2)=O)=CC=1.C1C=CC(/C=C/C(/C=C/C2C=CC=CC=2)=O)=CC=1.C1C=CC(/C=C/C(/C=C/C2C=CC=CC=2)=O)=CC=1.[Pd].[Pd]. The product is [C:25]([O:29][C:30](=[O:40])[NH:31][C:32]1[CH:37]=[CH:36][C:35]([O:38][C:2]2[CH:7]=[CH:6][N:5]=[C:4]3[N:8]([CH2:17][O:18][CH2:19][CH2:20][Si:21]([CH3:24])([CH3:23])[CH3:22])[C:9]([C:11]4[CH:16]=[CH:15][CH:14]=[CH:13][CH:12]=4)=[CH:10][C:3]=23)=[C:34]([F:39])[CH:33]=1)([CH3:28])([CH3:26])[CH3:27]. The yield is 0.840. (5) The catalyst is C(Cl)Cl. The yield is 0.410. The product is [Cl:16][C:17]1[CH:22]=[C:21]([Cl:23])[CH:20]=[CH:19][C:18]=1[C:24]1[N:25]([C:33]2[CH:34]=[CH:35][C:36]([O:39][CH2:40][CH2:41][C:42]([F:44])([F:45])[F:43])=[CH:37][CH:38]=2)[C:26]([CH3:32])=[C:27]([C:29]([NH:2][C@@H:3]2[CH2:8][CH2:7][CH2:6][CH2:5][C@@H:4]2[OH:9])=[O:30])[N:28]=1. The reactants are Cl.[NH2:2][C@H:3]1[CH2:8][CH2:7][CH2:6][CH2:5][C@H:4]1[OH:9].N1C=CC=CC=1.[Cl:16][C:17]1[CH:22]=[C:21]([Cl:23])[CH:20]=[CH:19][C:18]=1[C:24]1[N:25]([C:33]2[CH:38]=[CH:37][C:36]([O:39][CH2:40][CH2:41][C:42]([F:45])([F:44])[F:43])=[CH:35][CH:34]=2)[C:26]([CH3:32])=[C:27]([C:29](Cl)=[O:30])[N:28]=1. (6) The reactants are CS([C:5]1[CH:10]=[CH:9][C:8]([C:11]2[CH:16]=[CH:15][C:14]([C:17](=[C:25]3[CH2:30][C:29]([CH3:32])([CH3:31])[CH2:28][C:27]([CH3:34])([CH3:33])[CH2:26]3)[C:18]3[CH:23]=[CH:22][C:21]([OH:24])=[CH:20][CH:19]=3)=[CH:13][CH:12]=2)=[CH:7][CH:6]=1)(=O)=O.BrC1C=CC(C(=C2CC(C)(C)CC(C)(C)C2)C2C=CC(O)=CC=2)=CC=1.[N:60]1(C2C=CC(B(O)O)=CC=2)[CH2:65][CH2:64][O:63][CH2:62][CH2:61]1.C([O-])([O-])=O.[Na+].[Na+]. The catalyst is Cl[Pd](Cl)([P](C1C=CC=CC=1)(C1C=CC=CC=1)C1C=CC=CC=1)[P](C1C=CC=CC=1)(C1C=CC=CC=1)C1C=CC=CC=1.O.C1COCC1. The product is [N:60]1([C:5]2[CH:10]=[CH:9][C:8]([C:11]3[CH:16]=[CH:15][C:14]([C:17](=[C:25]4[CH2:30][C:29]([CH3:32])([CH3:31])[CH2:28][C:27]([CH3:34])([CH3:33])[CH2:26]4)[C:18]4[CH:23]=[CH:22][C:21]([OH:24])=[CH:20][CH:19]=4)=[CH:13][CH:12]=3)=[CH:7][CH:6]=2)[CH2:65][CH2:64][O:63][CH2:62][CH2:61]1. The yield is 0.590. (7) The yield is 0.620. The reactants are [CH3:1][C:2]1[CH:3]=[C:4]([C:13]([O:15]C)=O)[C:5](=[CH:10][C:11]=1[F:12])[C:6]([O:8]C)=O.[H-].[Na+].[CH3:19]CCCCC.CCCCCC.C(OCC)(=O)C. The product is [CH3:1][C:2]1[CH:3]=[C:4]2[C:5](=[CH:10][C:11]=1[F:12])[C:6](=[O:8])[CH2:19][C:13]2=[O:15]. The catalyst is C(OCC)(=O)C. (8) The reactants are [Cl:1][C:2]1[CH:3]=[C:4]([C:8](=[O:12])[CH2:9][CH2:10][CH3:11])[CH:5]=[CH:6][CH:7]=1.[N+:13]([O-])([OH:15])=[O:14].OS(O)(=O)=O. No catalyst specified. The product is [Cl:1][C:2]1[CH:7]=[CH:6][C:5]([N+:13]([O-:15])=[O:14])=[C:4]([C:8](=[O:12])[CH2:9][CH2:10][CH3:11])[CH:3]=1. The yield is 0.950. (9) The reactants are [C:1]([C:5]1[CH:22]=[CH:21][C:8]([C:9]([NH:11][C:12]2[CH:16]=[CH:15][S:14][C:13]=2[C:17]([O:19]C)=[O:18])=[O:10])=[CH:7][CH:6]=1)([CH3:4])([CH3:3])[CH3:2].O1CCOCC1.[OH-].[Na+].Cl. The catalyst is C(OCC)(=O)C. The product is [C:1]([C:5]1[CH:22]=[CH:21][C:8]([C:9]([NH:11][C:12]2[CH:16]=[CH:15][S:14][C:13]=2[C:17]([OH:19])=[O:18])=[O:10])=[CH:7][CH:6]=1)([CH3:4])([CH3:2])[CH3:3]. The yield is 0.890.